Dataset: Full USPTO retrosynthesis dataset with 1.9M reactions from patents (1976-2016). Task: Predict the reactants needed to synthesize the given product. (1) Given the product [Cl:1][CH2:2][C:3]1[CH:11]=[CH:10][C:9]([C:16]2[CH:21]=[CH:20][CH:19]=[CH:18][CH:17]=2)=[C:8]([N+:5]([O-:7])=[O:6])[CH:13]=1, predict the reactants needed to synthesize it. The reactants are: [Cl:1][CH:2](Cl)[CH3:3].[N+:5]([C:8]1[CH:13]=C(CO)[CH:11]=[CH:10][C:9]=1[C:16]1[CH:21]=[CH:20][CH:19]=[CH:18][CH:17]=1)([O-:7])=[O:6].S(Cl)(Cl)=O. (2) The reactants are: [F:1][C:2]1[C:7]([O:8][CH3:9])=[CH:6][C:5]([O:10][CH3:11])=[C:4]([F:12])[C:3]=1[C:13]1[N:18]=[CH:17][C:16]2[C:19](I)=[N:20][N:21](C3CCCCO3)[C:15]=2[CH:14]=1.[CH2:29]([N:31]1[CH2:39][C:38]2[C:33](=[N:34][CH:35]=[C:36](B(O)O)[CH:37]=2)[C:32]1=[O:43])[CH3:30]. Given the product [F:12][C:4]1[C:5]([O:10][CH3:11])=[CH:6][C:7]([O:8][CH3:9])=[C:2]([F:1])[C:3]=1[C:13]1[N:18]=[CH:17][C:16]2[C:19]([C:36]3[CH:37]=[C:38]4[CH2:39][N:31]([CH2:29][CH3:30])[C:32](=[O:43])[C:33]4=[N:34][CH:35]=3)=[N:20][NH:21][C:15]=2[CH:14]=1, predict the reactants needed to synthesize it. (3) Given the product [CH:39]([C@H:28]1[CH2:27][N:26]([C:24]([C:21]2[N:22]=[N:23][C:18]([C:16]3[O:17][CH:7]=[C:8]([C:9]4[CH:14]=[CH:13][CH:12]=[CH:11][CH:10]=4)[N:15]=3)=[C:19]([CH:42]([CH3:44])[CH3:43])[CH:20]=2)=[O:25])[CH2:31][CH2:30][N:29]1[C:32]([O:34][C:35]([CH3:36])([CH3:38])[CH3:37])=[O:33])([CH3:41])[CH3:40], predict the reactants needed to synthesize it. The reactants are: O1C=CN=C1.O[CH2:7][C@H:8]([NH:15][C:16]([C:18]1[N:23]=[N:22][C:21]([C:24]([N:26]2[CH2:31][CH2:30][N:29]([C:32]([O:34][C:35]([CH3:38])([CH3:37])[CH3:36])=[O:33])[C@@H:28]([CH:39]([CH3:41])[CH3:40])[CH2:27]2)=[O:25])=[CH:20][C:19]=1[CH:42]([CH3:44])[CH3:43])=[O:17])[C:9]1[CH:14]=[CH:13][CH:12]=[CH:11][CH:10]=1. (4) Given the product [C:37]12([NH:47][C:48]([NH:3][C:4]3[CH:36]=[CH:35][CH:34]=[C:6]([O:7][C:8]4[CH:9]=[CH:10][C:11]5[N:15]=[C:14]([CH2:16][O:17][C:18]6[CH:31]=[CH:30][C:21]([CH2:22][CH:23]7[S:27][C:26](=[O:28])[NH:25][C:24]7=[O:29])=[CH:20][CH:19]=6)[N:13]([CH3:32])[C:12]=5[CH:33]=4)[CH:5]=3)=[O:49])[CH2:46][CH:41]3[CH2:42][CH:43]([CH2:45][CH:39]([CH2:40]3)[CH2:38]1)[CH2:44]2, predict the reactants needed to synthesize it. The reactants are: Cl.Cl.[NH2:3][C:4]1[CH:5]=[C:6]([CH:34]=[CH:35][CH:36]=1)[O:7][C:8]1[CH:9]=[CH:10][C:11]2[N:15]=[C:14]([CH2:16][O:17][C:18]3[CH:31]=[CH:30][C:21]([CH2:22][CH:23]4[S:27][C:26](=[O:28])[NH:25][C:24]4=[O:29])=[CH:20][CH:19]=3)[N:13]([CH3:32])[C:12]=2[CH:33]=1.[C:37]12([N:47]=[C:48]=[O:49])[CH2:46][CH:41]3[CH2:42][CH:43]([CH2:45][CH:39]([CH2:40]3)[CH2:38]1)[CH2:44]2.C(N(CC)CC)C. (5) Given the product [CH:1]1[C:10]2[C:5](=[CH:6][CH:7]=[CH:8][CH:9]=2)[CH:4]=[CH:3][C:2]=1[C@H:11]1[C@H:12]([C:13]2[CH:22]=[CH:21][C:20]3[C:15](=[CH:16][CH:17]=[CH:18][CH:19]=3)[CH:14]=2)[N:23]2[CH2:30][CH2:29][N:28]1[CH2:25][CH2:24]2, predict the reactants needed to synthesize it. The reactants are: [CH:1]1[C:10]2[C:5](=[CH:6][CH:7]=[CH:8][CH:9]=2)[CH:4]=[CH:3][C:2]=1[C@H:11]([NH:28][C:29](=O)[CH2:30]Cl)[C@@H:12]([NH:23][C:24](=O)[CH2:25]Cl)[C:13]1[CH:22]=[CH:21][C:20]2[C:15](=[CH:16][CH:17]=[CH:18][CH:19]=2)[CH:14]=1.B.C1COCC1. (6) Given the product [C:1]1([CH2:7][CH2:8][C:9]([O:11][CH2:12][CH:13]=[CH2:14])=[O:10])[CH2:6][CH2:5][CH2:4][CH2:3][CH:2]=1, predict the reactants needed to synthesize it. The reactants are: [C:1]1([CH2:7][CH2:8][C:9]([O:11][CH3:12])=[O:10])[CH2:6][CH2:5][CH2:4][CH2:3][CH:2]=1.[CH2:13](O)[CH:14]=C.C[O-].[Na+]. (7) Given the product [C:13]([O:12][C:10](=[O:11])[C:9]1[CH:17]=[C:18]([O:20][CH2:21][CH2:22][CH2:23][CH2:24][CH2:25][CH2:26][CH2:27][CH2:28][CH2:29][C:30](=[O:31])[NH:41][CH2:42][CH2:43][CH2:44][C:45]([OH:47])=[O:46])[CH:19]=[C:7]([C:6]([O:5][C:1]([CH3:2])([CH3:4])[CH3:3])=[O:40])[CH:8]=1)([CH3:14])([CH3:15])[CH3:16], predict the reactants needed to synthesize it. The reactants are: [C:1]([O:5][C:6](=[O:40])[C:7]1[CH:19]=[C:18]([O:20][CH2:21][CH2:22][CH2:23][CH2:24][CH2:25][CH2:26][CH2:27][CH2:28][CH2:29][C:30](ON2C(=O)CCC2=O)=[O:31])[CH:17]=[C:9]([C:10]([O:12][C:13]([CH3:16])([CH3:15])[CH3:14])=[O:11])[CH:8]=1)([CH3:4])([CH3:3])[CH3:2].[NH2:41][CH2:42][CH2:43][CH2:44][C:45]([OH:47])=[O:46].CCN(C(C)C)C(C)C. (8) Given the product [OH:38][CH2:37][C:36]1[N:32]([C:28]2[CH:27]=[C:26]([C:25]3[CH2:24][C:23](=[O:46])[NH:22][C:9]4[CH:10]=[C:11]([C:20]#[N:21])[C:12]([N:14]5[CH2:19][CH2:18][O:17][CH2:16][CH2:15]5)=[CH:13][C:8]=4[N:7]=3)[CH:31]=[CH:30][CH:29]=2)[N:33]=[N:34][CH:35]=1, predict the reactants needed to synthesize it. The reactants are: C(OC(=O)[NH:7][C:8]1[CH:13]=[C:12]([N:14]2[CH2:19][CH2:18][O:17][CH2:16][CH2:15]2)[C:11]([C:20]#[N:21])=[CH:10][C:9]=1[NH:22][C:23](=[O:46])[CH2:24][C:25](=O)[C:26]1[CH:31]=[CH:30][CH:29]=[C:28]([N:32]2[C:36]([CH2:37][O:38]C3CCCCO3)=[CH:35][N:34]=[N:33]2)[CH:27]=1)(C)(C)C.C(O)(C(F)(F)F)=O. (9) Given the product [N:1]1[CH:6]=[CH:5][CH:4]=[CH:3][C:2]=1[C:7]1[O:11][C:10]([Sn:17]([CH2:22][CH2:23][CH2:24][CH3:25])([CH2:26][CH2:27][CH2:28][CH3:29])[CH2:18][CH2:19][CH2:20][CH3:21])=[N:9][CH:8]=1, predict the reactants needed to synthesize it. The reactants are: [N:1]1[CH:6]=[CH:5][CH:4]=[CH:3][C:2]=1[C:7]1[O:11][CH:10]=[N:9][CH:8]=1.[Li]CCCC.[Sn:17](Cl)([CH2:26][CH2:27][CH2:28][CH3:29])([CH2:22][CH2:23][CH2:24][CH3:25])[CH2:18][CH2:19][CH2:20][CH3:21]. (10) The reactants are: [CH2:1]([O:3][C:4]([C:6]1[CH:15]([C:16]2[CH:21]=[CH:20][CH:19]=[CH:18][N:17]=2)[C:14]2[C:13](=[O:22])[CH2:12][C:11]([CH3:24])([CH3:23])[CH2:10][C:9]=2[NH:8][C:7]=1[CH2:25][O:26][CH2:27][CH2:28][N:29]=[N+]=[N-])=[O:5])[CH3:2].[Sn](Cl)Cl.C(Cl)Cl.CO. Given the product [CH2:1]([O:3][C:4]([C:6]1[CH:15]([C:16]2[CH:21]=[CH:20][CH:19]=[CH:18][N:17]=2)[C:14]2[C:13](=[O:22])[CH2:12][C:11]([CH3:23])([CH3:24])[CH2:10][C:9]=2[NH:8][C:7]=1[CH2:25][O:26][CH2:27][CH2:28][NH2:29])=[O:5])[CH3:2], predict the reactants needed to synthesize it.